Predict which catalyst facilitates the given reaction. From a dataset of Catalyst prediction with 721,799 reactions and 888 catalyst types from USPTO. (1) Reactant: [Si]([O:8][CH2:9][C:10]1[N:11]=[C:12]([CH:15]([C:17]2[CH:22]=[C:21]([C:23]3[C:24]4[CH:32]=[N:31][C:30]([N:33]5[CH2:38][CH2:37][O:36][CH2:35][CH2:34]5)=[CH:29][C:25]=4[N:26]=[CH:27][N:28]=3)[C:20]([F:39])=[CH:19][C:18]=2[Cl:40])[OH:16])[S:13][CH:14]=1)(C(C)(C)C)(C)C.Cl. Product: [Cl:40][C:18]1[CH:19]=[C:20]([F:39])[C:21]([C:23]2[C:24]3[CH:32]=[N:31][C:30]([N:33]4[CH2:38][CH2:37][O:36][CH2:35][CH2:34]4)=[CH:29][C:25]=3[N:26]=[CH:27][N:28]=2)=[CH:22][C:17]=1[CH:15]([C:12]1[S:13][CH:14]=[C:10]([CH2:9][OH:8])[N:11]=1)[OH:16]. The catalyst class is: 12. (2) Reactant: [Cl:1][C:2]1[CH:7]=[CH:6][C:5]([C:8]([C:10]2[C:18]([F:19])=[CH:17][CH:16]=[C:15]([F:20])[C:11]=2[C:12]([OH:14])=[O:13])=O)=[CH:4][C:3]=1[N+:21]([O-:23])=[O:22].ClCCl.N1C(F)=NC(F)=NC=1[F:29]. Product: [Cl:1][C:2]1[CH:7]=[CH:6][C:5]([C:8]2([F:29])[C:10]3[C:18]([F:19])=[CH:17][CH:16]=[C:15]([F:20])[C:11]=3[C:12](=[O:14])[O:13]2)=[CH:4][C:3]=1[N+:21]([O-:23])=[O:22]. The catalyst class is: 6. (3) Reactant: [CH3:1][O:2][C:3]1[CH:8]=[CH:7][C:6]([C:9]2[NH:13][C:12]3[CH:14]=[CH:15][CH:16]=[CH:17][C:11]=3[N:10]=2)=[CH:5][CH:4]=1.[I-].[H-].[Na+].Br[CH2:22][CH2:23][CH2:24][CH2:25][CH2:26][B:27]([OH:29])[OH:28]. Product: [CH3:1][O:2][C:3]1[CH:8]=[CH:7][C:6]([C:9]2[N:10]([CH2:22][CH2:23][CH2:24][CH2:25][CH2:26][B:27]([OH:29])[OH:28])[C:11]3[CH:17]=[CH:16][CH:15]=[CH:14][C:12]=3[N:13]=2)=[CH:5][CH:4]=1. The catalyst class is: 7. (4) Reactant: [N+:1]([C:4]1[C:14]2[C:13](=O)[NH:12][CH2:11][CH2:10][NH:9][C:8]=2[CH:7]=[CH:6][CH:5]=1)([O-:3])=[O:2].B.C1COCC1.CO. Product: [N+:1]([C:4]1[C:14]2[CH2:13][NH:12][CH2:11][CH2:10][NH:9][C:8]=2[CH:7]=[CH:6][CH:5]=1)([O-:3])=[O:2]. The catalyst class is: 56. (5) Reactant: [C:1]([NH:5][C:6]1[C:7]([NH2:20])=[CH:8][C:9]([C:12]2[CH:13]=[N:14][CH:15]=[C:16]([O:18][CH3:19])[CH:17]=2)=[CH:10][CH:11]=1)([CH3:4])([CH3:3])[CH3:2].[CH:21]([C:23]1[CH:24]=[C:25]([CH:28]=[CH:29][CH:30]=1)[C:26]#[N:27])=O.OOS([O-])=O.[K+]. Product: [C:1]([N:5]1[C:6]2[CH:11]=[CH:10][C:9]([C:12]3[CH:13]=[N:14][CH:15]=[C:16]([O:18][CH3:19])[CH:17]=3)=[CH:8][C:7]=2[N:20]=[C:21]1[C:23]1[CH:24]=[C:25]([CH:28]=[CH:29][CH:30]=1)[C:26]#[N:27])([CH3:4])([CH3:3])[CH3:2]. The catalyst class is: 18. (6) Reactant: Cl.[F:2][C:3]1[CH:8]=[CH:7][C:6]([CH:9]([OH:23])[CH:10]([NH2:22])[CH2:11][C:12]2[CH:17]=[CH:16][C:15]([C:18]([F:21])([F:20])[F:19])=[CH:14][CH:13]=2)=[CH:5][CH:4]=1.[F:24][C:25]([F:40])([F:39])[C:26]1[CH:27]=[C:28]([CH:32]=[C:33]([C:35]([F:38])([F:37])[F:36])[CH:34]=1)[C:29](Cl)=[O:30].C(=O)([O-])O.[Na+]. Product: [F:2][C:3]1[CH:4]=[CH:5][C:6]([CH:9]([OH:23])[CH:10]([NH:22][C:29](=[O:30])[C:28]2[CH:32]=[C:33]([C:35]([F:36])([F:37])[F:38])[CH:34]=[C:26]([C:25]([F:24])([F:39])[F:40])[CH:27]=2)[CH2:11][C:12]2[CH:17]=[CH:16][C:15]([C:18]([F:21])([F:20])[F:19])=[CH:14][CH:13]=2)=[CH:7][CH:8]=1. The catalyst class is: 84. (7) Reactant: [Cl:1][C:2]1[O:3][C:4]2[CH:10]=[CH:9][C:8]([C:11]([CH2:30][CH3:31])=[C:12]([C:23]3[CH:28]=[CH:27][C:26]([OH:29])=[CH:25][CH:24]=3)[C:13]3[CH:18]=[CH:17][C:16]([O:19][CH2:20][CH2:21]Cl)=[CH:15][CH:14]=3)=[CH:7][C:5]=2[CH:6]=1.[CH3:32][NH2:33]. Product: [Cl:1][C:2]1[O:3][C:4]2[CH:10]=[CH:9][C:8]([C:11]([CH2:30][CH3:31])=[C:12]([C:23]3[CH:28]=[CH:27][C:26]([OH:29])=[CH:25][CH:24]=3)[C:13]3[CH:18]=[CH:17][C:16]([O:19][CH2:20][CH2:21][NH:33][CH3:32])=[CH:15][CH:14]=3)=[CH:7][C:5]=2[CH:6]=1. The catalyst class is: 5. (8) Reactant: CC(C)([O-])C.[K+].S([CH2:17][N+:18]#[C-])(C1C=CC(C)=CC=1)(=O)=O.CO.[C:22]([Si:26]([CH3:38])([CH3:37])[O:27][CH:28]1[CH2:35][CH2:34][CH2:33][C:32](=O)[CH2:31][CH2:30][CH2:29]1)([CH3:25])([CH3:24])[CH3:23]. Product: [C:22]([Si:26]([CH3:38])([CH3:37])[O:27][CH:28]1[CH2:35][CH2:34][CH2:33][CH:32]([C:17]#[N:18])[CH2:31][CH2:30][CH2:29]1)([CH3:25])([CH3:24])[CH3:23]. The catalyst class is: 57. (9) Reactant: [CH3:1][C:2]1[O:3][C:4]2[C:9]([C:10](=[O:12])[CH:11]=1)=[CH:8][CH:7]=[CH:6][C:5]=2[CH:13]=O.[C:15]([CH:17]=[C:18]([O-])[CH3:19])#[N:16].[Na+].[NH2:22]/[C:23](/[CH3:33])=[CH:24]\[C:25]([O:27][CH:28]1[CH2:32][CH2:31][CH2:30][CH2:29]1)=[O:26].C(O)(=O)C. Product: [C:15]([C:17]1[CH:13]([C:5]2[CH:6]=[CH:7][CH:8]=[C:9]3[C:4]=2[O:3][C:2]([CH3:1])=[CH:11][C:10]3=[O:12])[C:24]([C:25]([O:27][CH:28]2[CH2:32][CH2:31][CH2:30][CH2:29]2)=[O:26])=[C:23]([CH3:33])[NH:22][C:18]=1[CH3:19])#[N:16]. The catalyst class is: 41.